Dataset: TCR-epitope binding with 47,182 pairs between 192 epitopes and 23,139 TCRs. Task: Binary Classification. Given a T-cell receptor sequence (or CDR3 region) and an epitope sequence, predict whether binding occurs between them. The epitope is TLIGDCATV. The TCR CDR3 sequence is CATSDLLGTSGRVYEQFF. Result: 1 (the TCR binds to the epitope).